This data is from Reaction yield outcomes from USPTO patents with 853,638 reactions. The task is: Predict the reaction yield, written as a fraction of the theoretical maximum amount of product (1.0 means a 100% yield; for example, 0.34 means a 34% yield). (1) The catalyst is ClCCl.O.C[Re](=O)(=O)=O.[O-2].[Mn+4].[O-2]. The product is [F:1][C:2]1[CH:7]=[CH:6][C:5]([C:8]2[CH:9]=[CH:10][N+:11]([O-:18])=[CH:12][CH:13]=2)=[CH:4][C:3]=1[C:14]([F:17])([F:15])[F:16]. The yield is 0.940. The reactants are [F:1][C:2]1[CH:7]=[CH:6][C:5]([C:8]2[CH:13]=[CH:12][N:11]=[CH:10][CH:9]=2)=[CH:4][C:3]=1[C:14]([F:17])([F:16])[F:15].[OH:18]O. (2) The reactants are COC1C=CC(C[NH:8][C:9]2[C:14]([C:15]3[N:16]=[C:17]4[N:21]([CH:22]=3)[C:20]([CH2:23][N:24]3[CH2:29][CH2:28][O:27][CH2:26][CH2:25]3)=[CH:19][S:18]4)=[CH:13][CH:12]=[CH:11][N:10]=2)=CC=1.C([SiH](CC)CC)C.FC(F)(F)C(O)=O. The catalyst is C(Cl)Cl. The product is [N:24]1([CH2:23][C:20]2[N:21]3[CH:22]=[C:15]([C:14]4[C:9]([NH2:8])=[N:10][CH:11]=[CH:12][CH:13]=4)[N:16]=[C:17]3[S:18][CH:19]=2)[CH2:25][CH2:26][O:27][CH2:28][CH2:29]1. The yield is 1.00. (3) The reactants are [O:1]1[C:5]2[CH:6]=[CH:7][C:8]([CH2:10][CH2:11][C:12]([NH:14][C:15]3[CH:24]=[CH:23][C:18]([C:19](OC)=[O:20])=[CH:17][CH:16]=3)=[O:13])=[CH:9][C:4]=2[O:3][CH2:2]1.O.[NH2:26][NH2:27]. The catalyst is CCO. The product is [O:1]1[C:5]2[CH:6]=[CH:7][C:8]([CH2:10][CH2:11][C:12]([NH:14][C:15]3[CH:24]=[CH:23][C:18]([C:19]([NH:26][NH2:27])=[O:20])=[CH:17][CH:16]=3)=[O:13])=[CH:9][C:4]=2[O:3][CH2:2]1. The yield is 0.650. (4) The reactants are I[C:2]1[CH:7]=[CH:6][C:5]([CH2:8][NH:9][S:10]([CH3:13])(=[O:12])=[O:11])=[CH:4][CH:3]=1.[F:14][C:15]([F:26])([F:25])[C:16]1[C:17]2[CH2:24][CH2:23][O:22][CH2:21][C:18]=2[NH:19][N:20]=1.CN(C)CC(O)=O.C(=O)([O-])[O-].[K+].[K+]. The catalyst is CS(C)=O.[Cu]I. The product is [F:25][C:15]([F:14])([F:26])[C:16]1[C:17]2[CH2:24][CH2:23][O:22][CH2:21][C:18]=2[N:19]([C:2]2[CH:7]=[CH:6][C:5]([CH2:8][NH:9][S:10]([CH3:13])(=[O:12])=[O:11])=[CH:4][CH:3]=2)[N:20]=1. The yield is 0.560. (5) The reactants are Cl[C:2](Cl)([O:4]C(=O)OC(Cl)(Cl)Cl)Cl.Cl.[NH2:14][CH2:15][C:16]1[CH:23]=[CH:22][C:19]([C:20]#[N:21])=[CH:18][CH:17]=1.CCN(CC)CC.[N:31]1([C:37]([O:39][C:40]([CH3:43])([CH3:42])[CH3:41])=[O:38])[CH2:36][CH2:35][NH:34][CH2:33][CH2:32]1. The catalyst is C(#N)C.C(Cl)Cl. The product is [C:20]([C:19]1[CH:22]=[CH:23][C:16]([CH2:15][NH:14][C:2]([N:34]2[CH2:35][CH2:36][N:31]([C:37]([O:39][C:40]([CH3:43])([CH3:42])[CH3:41])=[O:38])[CH2:32][CH2:33]2)=[O:4])=[CH:17][CH:18]=1)#[N:21]. The yield is 0.580.